This data is from Full USPTO retrosynthesis dataset with 1.9M reactions from patents (1976-2016). The task is: Predict the reactants needed to synthesize the given product. (1) Given the product [CH3:8][C:6]1[CH:5]=[C:4]([NH:9][C:10](=[O:16])[O:11][C:12]([CH3:15])([CH3:14])[CH3:13])[CH:3]=[C:2]([B:17]2[O:21][C:20]([CH3:23])([CH3:22])[C:19]([CH3:25])([CH3:24])[O:18]2)[CH:7]=1, predict the reactants needed to synthesize it. The reactants are: Br[C:2]1[CH:3]=[C:4]([NH:9][C:10](=[O:16])[O:11][C:12]([CH3:15])([CH3:14])[CH3:13])[CH:5]=[C:6]([CH3:8])[CH:7]=1.[B:17]1([B:17]2[O:21][C:20]([CH3:23])([CH3:22])[C:19]([CH3:25])([CH3:24])[O:18]2)[O:21][C:20]([CH3:23])([CH3:22])[C:19]([CH3:25])([CH3:24])[O:18]1.CC([O-])=O.[K+]. (2) Given the product [O:29]1[CH2:28][CH:26]1[CH2:27][N:7]([C:1]1[CH:6]=[CH:5][CH:4]=[CH:3][CH:2]=1)[N:8]=[CH:24][C:20]1[CH:21]=[CH:22][C:23]2[N:11]([CH2:9][CH3:10])[C:12]3[C:17]([C:18]=2[CH:19]=1)=[CH:16][CH:15]=[CH:14][CH:13]=3, predict the reactants needed to synthesize it. The reactants are: [C:1]1([NH:7][NH2:8])[CH:6]=[CH:5][CH:4]=[CH:3][CH:2]=1.[CH2:9]([N:11]1[C:23]2[CH:22]=[CH:21][C:20]([CH:24]=O)=[CH:19][C:18]=2[C:17]2[C:12]1=[CH:13][CH:14]=[CH:15][CH:16]=2)[CH3:10].[CH:26]([OH:29])([CH3:28])[CH3:27]. (3) The reactants are: [Br:1][C:2]1[C:3]([NH:21][S:22]([CH3:25])(=[O:24])=[O:23])=[CH:4][C:5]2[O:9][C:8]([C:10]3[CH:15]=[CH:14][C:13]([F:16])=[CH:12][CH:11]=3)=[C:7]([C:17](O)=[O:18])[C:6]=2[CH:20]=1.C1C=CC2N(O)N=[N:32][C:30]=2C=1.CCN=C=NCCCN(C)C.CN. Given the product [CH3:30][NH:32][C:17]([C:7]1[C:6]2[CH:20]=[C:2]([Br:1])[C:3]([NH:21][S:22]([CH3:25])(=[O:24])=[O:23])=[CH:4][C:5]=2[O:9][C:8]=1[C:10]1[CH:15]=[CH:14][C:13]([F:16])=[CH:12][CH:11]=1)=[O:18], predict the reactants needed to synthesize it. (4) The reactants are: C1CC(N)(C(O)=[O:6])C1.[OH-].[K+].C1NC1.[CH2:14]([C:16]([CH2:21][OH:22])([CH2:19][OH:20])[CH2:17]C)[OH:15]. Given the product [CH2:14]([C:16]([CH2:21][OH:22])([CH3:17])[C:19]([OH:6])=[O:20])[OH:15], predict the reactants needed to synthesize it. (5) Given the product [F:20][C:21]1[C:26]([F:27])=[CH:25][CH:24]=[CH:23][C:22]=1[C:28]1[N:36]=[C:31]2[CH:32]=[N:33][N:34]([CH2:12][C:11]3[CH:18]=[CH:19][C:8]([O:7][C:2]4[CH:3]=[CH:4][CH:5]=[CH:6][N:1]=4)=[CH:9][CH:10]=3)[CH:35]=[C:30]2[N:29]=1, predict the reactants needed to synthesize it. The reactants are: [N:1]1[CH:6]=[CH:5][CH:4]=[CH:3][C:2]=1[O:7][C:8]1[CH:19]=[CH:18][C:11]([CH2:12]OS(C)(=O)=O)=[CH:10][CH:9]=1.[F:20][C:21]1[C:26]([F:27])=[CH:25][CH:24]=[CH:23][C:22]=1[C:28]1[N:36]=[C:31]2[CH:32]=[N:33][NH:34][CH:35]=[C:30]2[N:29]=1. (6) The reactants are: Cl[C:2]1[N:10]=[C:9](Cl)[CH:8]=[CH:7][C:3]=1[C:4]([NH2:6])=[O:5].[N:12]1([C:17]2[N:22]=[CH:21][C:20]([NH2:23])=[CH:19][CH:18]=2)[CH2:16][CH2:15][CH2:14][CH2:13]1.C(O[C:29](=[O:36])[NH:30][C@@H:31]1[CH2:35][CH2:34][NH:33][CH2:32]1)(C)(C)C.[C:37](O)(=O)[CH:38]=C. Given the product [C:29]([NH:30][C@H:31]1[CH2:35][CH2:34][N:33]([C:9]2[CH:8]=[CH:7][C:3]([C:4]([NH2:6])=[O:5])=[C:2]([NH:23][C:20]3[CH:21]=[N:22][C:17]([N:12]4[CH2:16][CH2:15][CH2:14][CH2:13]4)=[CH:18][CH:19]=3)[N:10]=2)[CH2:32]1)(=[O:36])[CH:37]=[CH2:38], predict the reactants needed to synthesize it. (7) Given the product [CH3:15][C:14]1[O:13][N:12]=[C:11]([C:16]2[CH:21]=[CH:20][CH:19]=[CH:18][CH:17]=2)[C:10]=1[CH2:9][O:8][C:5]1[N:4]=[N:3][C:2]([N:22]2[CH2:27][CH2:26][O:25][CH2:24][CH2:23]2)=[CH:7][CH:6]=1, predict the reactants needed to synthesize it. The reactants are: Cl[C:2]1[N:3]=[N:4][C:5]([O:8][CH2:9][C:10]2[C:11]([C:16]3[CH:21]=[CH:20][CH:19]=[CH:18][CH:17]=3)=[N:12][O:13][C:14]=2[CH3:15])=[CH:6][CH:7]=1.[NH:22]1[CH2:27][CH2:26][O:25][CH2:24][CH2:23]1.